This data is from Forward reaction prediction with 1.9M reactions from USPTO patents (1976-2016). The task is: Predict the product of the given reaction. (1) The product is: [CH:11]([C:5]1[C:4]2[C:8](=[CH:9][CH:10]=[C:2]([O:1][C:26]3[C:21]([CH3:20])=[CH:22][C:23]([N+:29]([O-:31])=[O:30])=[CH:24][C:25]=3[CH3:28])[CH:3]=2)[NH:7][CH:6]=1)([CH3:13])[CH3:12]. Given the reactants [OH:1][C:2]1[CH:3]=[C:4]2[C:8](=[CH:9][CH:10]=1)[NH:7][CH:6]=[C:5]2[CH:11]([CH3:13])[CH3:12].C(=O)([O-])[O-].[K+].[K+].[CH3:20][C:21]1[CH:22]=[C:23]([N+:29]([O-:31])=[O:30])[CH:24]=[C:25]([CH3:28])[C:26]=1F.C(OCC)(=O)C, predict the reaction product. (2) Given the reactants [CH2:1]([O:3][C:4]([N:6]1[CH2:11][CH2:10][N:9]([C:12](=[O:56])[C@@H:13]([NH:22][C:23]([C:25]2[CH:29]=[C:28]([O:30][CH2:31][C:32]([N:34]3[CH2:38][CH2:37][CH2:36][C@H:35]3[C:39]([O:41]CC3C=CC=CC=3)=[O:40])=[O:33])[N:27]([C:49]3[CH:54]=[CH:53][CH:52]=[C:51]([F:55])[CH:50]=3)[N:26]=2)=[O:24])[CH2:14][C:15]([O:17][C:18]([CH3:21])([CH3:20])[CH3:19])=[O:16])[CH2:8][CH2:7]1)=[O:5])[CH3:2], predict the reaction product. The product is: [CH2:1]([O:3][C:4]([N:6]1[CH2:7][CH2:8][N:9]([C:12](=[O:56])[C@@H:13]([NH:22][C:23]([C:25]2[CH:29]=[C:28]([O:30][CH2:31][C:32]([N:34]3[CH2:38][CH2:37][CH2:36][C@H:35]3[C:39]([OH:41])=[O:40])=[O:33])[N:27]([C:49]3[CH:54]=[CH:53][CH:52]=[C:51]([F:55])[CH:50]=3)[N:26]=2)=[O:24])[CH2:14][C:15]([O:17][C:18]([CH3:21])([CH3:20])[CH3:19])=[O:16])[CH2:10][CH2:11]1)=[O:5])[CH3:2]. (3) Given the reactants [CH3:1][C:2]1[CH:28]=[CH:27][CH:26]=[C:25]([CH3:29])[C:3]=1[CH2:4][C:5]1[CH:6]=[C:7]([CH:22]=[CH:23][CH:24]=1)[CH2:8][O:9][C:10]1[CH:15]=[CH:14][C:13]([CH2:16][CH2:17][C:18]([O:20]C)=[O:19])=[CH:12][CH:11]=1.[OH-].[Na+], predict the reaction product. The product is: [CH3:1][C:2]1[CH:28]=[CH:27][CH:26]=[C:25]([CH3:29])[C:3]=1[CH2:4][C:5]1[CH:6]=[C:7]([CH:22]=[CH:23][CH:24]=1)[CH2:8][O:9][C:10]1[CH:15]=[CH:14][C:13]([CH2:16][CH2:17][C:18]([OH:20])=[O:19])=[CH:12][CH:11]=1.